Dataset: Full USPTO retrosynthesis dataset with 1.9M reactions from patents (1976-2016). Task: Predict the reactants needed to synthesize the given product. (1) The reactants are: [H-].[Na+].[CH3:3][O:4][C:5]1[CH:15]=[CH:14][C:8]([O:9][CH2:10][CH:11]([OH:13])[CH3:12])=[CH:7][CH:6]=1.[CH2:16](Br)[C:17]1[CH:22]=[CH:21][CH:20]=[CH:19][CH:18]=1.[Cl-].[NH4+]. Given the product [CH2:16]([O:13][CH:11]([CH3:12])[CH2:10][O:9][C:8]1[CH:14]=[CH:15][C:5]([O:4][CH3:3])=[CH:6][CH:7]=1)[C:17]1[CH:22]=[CH:21][CH:20]=[CH:19][CH:18]=1, predict the reactants needed to synthesize it. (2) Given the product [NH2:1][C:2]1[C:11]([Cl:16])=[CH:10][C:9]2[C:4](=[CH:5][CH:6]=[CH:7][CH:8]=2)[C:3]=1[C:12]([O:14][CH3:15])=[O:13], predict the reactants needed to synthesize it. The reactants are: [NH2:1][C:2]1[CH:11]=[CH:10][C:9]2[C:4](=[CH:5][CH:6]=[CH:7][CH:8]=2)[C:3]=1[C:12]([O:14][CH3:15])=[O:13].[Cl:16]N1C(=O)CCC1=O. (3) Given the product [CH3:41][O:40][C:37]1[CH:38]=[CH:39][C:34]([CH2:33][N:25]2[CH2:26][CH2:27][C:28]([C:29]([O:31][CH3:32])=[O:30])=[CH:1][C:3]3[C:8]([NH:9][C:10]4[CH:15]=[CH:14][C:13]([O:16][C:17]5[CH:18]=[N:19][C:20]([CH3:23])=[CH:21][CH:22]=5)=[C:12]([CH3:24])[CH:11]=4)=[N:7][CH:6]=[N:5][C:4]2=3)=[CH:35][CH:36]=1, predict the reactants needed to synthesize it. The reactants are: [CH:1]([C:3]1[C:4]([N:25]([CH2:33][C:34]2[CH:39]=[CH:38][C:37]([O:40][CH3:41])=[CH:36][CH:35]=2)[CH2:26][CH2:27][CH2:28][C:29]([O:31][CH3:32])=[O:30])=[N:5][CH:6]=[N:7][C:8]=1[NH:9][C:10]1[CH:15]=[CH:14][C:13]([O:16][C:17]2[CH:18]=[N:19][C:20]([CH3:23])=[CH:21][CH:22]=2)=[C:12]([CH3:24])[CH:11]=1)=O.C[O-].[Na+].CO.O.